Dataset: Forward reaction prediction with 1.9M reactions from USPTO patents (1976-2016). Task: Predict the product of the given reaction. Given the reactants C([O:4][C@H:5]1[C@H:14]([O:15]C(=O)C)[C@@H:13]([CH2:19][O:20]C(=O)C)[O:12][CH:7]([O:8][CH2:9][CH2:10][Cl:11])[C@@H:6]1[F:24])(=O)C.O(C)[Na], predict the reaction product. The product is: [F:24][C@@H:6]1[C@@H:5]([OH:4])[C@H:14]([OH:15])[C@@H:13]([CH2:19][OH:20])[O:12][CH:7]1[O:8][CH2:9][CH2:10][Cl:11].